Task: Predict which catalyst facilitates the given reaction.. Dataset: Catalyst prediction with 721,799 reactions and 888 catalyst types from USPTO (1) Reactant: [C:1]([O:5][C:6]([N:8]1[C@@H:13]([CH3:14])[CH2:12][N:11]2[N:15]=[CH:16][C:17]([N:18]3[CH2:23][C:22]([CH3:27])([C:24](O)=[O:25])[CH2:21][O:20][C:19]3=[O:28])=[C:10]2[CH2:9]1)=[O:7])([CH3:4])([CH3:3])[CH3:2].[NH:29]1[CH2:34][CH2:33][O:32][CH2:31][CH2:30]1.CCN(C(C)C)C(C)C.CN(C(ON1N=NC2C=CC=NC1=2)=[N+](C)C)C.F[P-](F)(F)(F)(F)F. The catalyst class is: 26. Product: [CH3:14][C@H:13]1[CH2:12][N:11]2[N:15]=[CH:16][C:17]([N:18]3[CH2:23][C:22]([CH3:27])([C:24]([N:29]4[CH2:34][CH2:33][O:32][CH2:31][CH2:30]4)=[O:25])[CH2:21][O:20][C:19]3=[O:28])=[C:10]2[CH2:9][N:8]1[C:6]([O:5][C:1]([CH3:4])([CH3:2])[CH3:3])=[O:7]. (2) Reactant: F[C:2]1[CH:3]=[C:4]([CH3:12])[C:5]([N+:9]([O-:11])=[O:10])=[C:6]([NH2:8])[CH:7]=1.[CH3:13][C:14]([O:17][C:18]([NH:20][CH:21]1[CH2:26][CH2:25][NH:24][CH2:23][CH2:22]1)=[O:19])([CH3:16])[CH3:15].C([O-])(O)=O.[Na+]. Product: [C:14]([O:17][C:18](=[O:19])[NH:20][CH:21]1[CH2:26][CH2:25][N:24]([C:2]2[CH:3]=[C:4]([CH3:12])[C:5]([N+:9]([O-:11])=[O:10])=[C:6]([NH2:8])[CH:7]=2)[CH2:23][CH2:22]1)([CH3:16])([CH3:13])[CH3:15]. The catalyst class is: 16. (3) Reactant: [CH3:1][Si](C=[N+]=[N-])(C)C.[F:8][C:9]([F:24])([F:23])[C:10]1[CH:11]=[C:12]([CH:16]=[C:17]([C:19]([F:22])([F:21])[F:20])[CH:18]=1)[C:13]([OH:15])=[O:14]. Product: [CH3:1][O:14][C:13](=[O:15])[C:12]1[CH:11]=[C:10]([C:9]([F:23])([F:24])[F:8])[CH:18]=[C:17]([C:19]([F:22])([F:20])[F:21])[CH:16]=1. The catalyst class is: 224. (4) Reactant: C([O:3][C:4](=O)[CH2:5][N:6]([CH2:13][C:14](=[O:28])[NH:15][C:16]1[CH:21]=[CH:20][C:19]([C:22]2[CH:27]=[CH:26][N:25]=[CH:24][CH:23]=2)=[CH:18][CH:17]=1)[C:7]1[CH:12]=[CH:11][CH:10]=[CH:9][CH:8]=1)C.[BH4-].[Na+].O.Cl. Product: [OH:3][CH2:4][CH2:5][N:6]([C:7]1[CH:12]=[CH:11][CH:10]=[CH:9][CH:8]=1)[CH2:13][C:14]([NH:15][C:16]1[CH:21]=[CH:20][C:19]([C:22]2[CH:27]=[CH:26][N:25]=[CH:24][CH:23]=2)=[CH:18][CH:17]=1)=[O:28]. The catalyst class is: 111. (5) Reactant: C(O)(=O)[C@H](CC(O)=O)O.C(O)(=O)[C@H](CC(O)=O)O.[NH:19]1[CH2:23][CH2:22][C@H:21](/[CH:24]=[CH:25]/[C:26]2[CH:27]=[N:28][CH:29]=[C:30]([O:32][CH:33]3[CH2:38][CH2:37][O:36][CH2:35][CH2:34]3)[CH:31]=2)[CH2:20]1. Product: [NH:19]1[CH2:23][CH2:22][C@H:21](/[CH:24]=[CH:25]/[C:26]2[CH:27]=[N:28][CH:29]=[C:30]([O:32][CH:33]3[CH2:38][CH2:37][O:36][CH2:35][CH2:34]3)[CH:31]=2)[CH2:20]1. The catalyst class is: 41.